Binary Classification. Given a miRNA mature sequence and a target amino acid sequence, predict their likelihood of interaction. From a dataset of Experimentally validated miRNA-target interactions with 360,000+ pairs, plus equal number of negative samples. (1) The miRNA is hsa-miR-3924 with sequence AUAUGUAUAUGUGACUGCUACU. The protein sequence of the target gene is MAAEHLLPGPPPSLADFRLEAGGKGTERGSGSSKPTGSSRGPRMAKFLSQDQINEYKECFSLYDKQQRGKIKATDLMVAMRCLGASPTPGEVQRHLQTHGIDGNGELDFSTFLTIMHMQIKQEDPKKEILLAMLMVDKEKKGYVMASDLRSKLTSLGEKLTHKEVDDLFREADIEPNGKVKYDEFIHKITLPGRDY. Result: 1 (interaction). (2) The miRNA is hsa-miR-30c-5p with sequence UGUAAACAUCCUACACUCUCAGC. Result: 1 (interaction). The protein sequence of the target gene is MVTHSKFPAAGMSRPLDTSLRLKTFSSKSEYQLVVNAVRKLQESGFYWSAVTGGEANLLLSAEPAGTFLIRDSSDQRHFFTLSVKTQSGTKNLRIQCEGGSFSLQSDPRSTQPVPRFDCVLKLVHHYMPPPGAPSFPSPPTEPSSEVPEQPSAQPLPGSPPRRAYYIYSGGEKIPLVLSRPLSSNVATLQHLCRKTVNGHLDSYEKVTQLPGPIREFLDQYDAPL. (3) The miRNA is mmu-miR-466c-5p with sequence UGAUGUGUGUGUGCAUGUACAUAU. The protein sequence of the target gene is MKVSWPGENHWQVGPAVVESPAVGAPQVGGLPDVVPEGTLLNMVLKRMHRPRCCSYQLVFEHRRPSCIQGLRWTPLTNSEDSLDFRVSLEQATTEHVHKAGKLLHRHLLATYPTLIRDRKYHLRLYRHCCSGRELVDGILALGLGVHSRSQAVGICQVLLDEGALCHVKHDWTFQDRDAQFYRFPGPEPEPTGTQDVEEELVEAMALLSQRGPDALLTVALRKPPGQRTDEELDLIFEELLHIKAVAHLSNSVKRELAAVLLFEPHSKAGTVLFSQGDKGTSWYIIWKGSVNVVTHGKGL.... Result: 0 (no interaction). (4) The miRNA is hsa-miR-216a-5p with sequence UAAUCUCAGCUGGCAACUGUGA. The protein sequence of the target gene is MATSNLLKNKGSLQFEDKWDFMHPIVLKLLRQESVTKQQWFDLFSDVHAVCLWDDKGSSKIHQALKEDILEFIKQAQARVLSHQDDTALLKAYIVEWRKFFTQCDILPKPFCQLEVTLLGKQSSNKKSNMEDSIVRKLMLDTWNESIFSNIKNRLQDSAMKLVHAERLGEAFDSQLVIGVRESYVNLCSNPEDKLQIYRDNFEKAYLDSTERFYRTQAPSYLQQNGVQNYMKYADAKLKEEEKRALRYLETRRECNSVEALMECCVNALVTSFKETILAECQGMIKRNETEKLHLMFSLM.... Result: 0 (no interaction). (5) The miRNA is hsa-miR-6514-5p with sequence UAUGGAGUGGACUUUCAGCUGGC. The protein sequence of the target gene is MDVLAEEFGSLTPEQLTAPIPTVEEKWRLLPAFLKVKGLVKQHIDSFNYFINVEIKKIMKANEKVTSDADPMWYLKYLNIYVGLPDVEESFNVTRPVSPHECRLRDMTYSAPITVDIEYTRGSQRIIRNALPIGRMPIMLRSSNCVLTGKTPAEFAKLNECPLDPGGYFIVKGVEKVILIQEQLSKNRIIVEADRKGAVGASVTSSTHEKKSRTNMAVKQGRFYLRHNTLSEDIPIVIIFKAMGVESDQEIVQMIGTEEHVMAAFGPSLEECQKAQIFTQMQALKYIGNKVRRQRMWGGG.... Result: 0 (no interaction). (6) The miRNA is mmu-miR-762 with sequence GGGGCUGGGGCCGGGACAGAGC. The protein sequence of the target gene is MKLANWYWLSSAVLATYGFLVVANNETEEIKDERAKDVCPVRLESRGKCEEAGECPYQVSLPPLTIQLPKQFSRIEEVFKEVQNLKEIVNSLKKSCQDCKLQADDNGDPGRNGLLLPSTGAPGEVGDNRVRELESEVNKLSSELKNAKEEINVLHGRLEKLNLVNMNNIENYVDSKVANLTFVVNSLDGKCSKCPSQEQIQSRPVQHLIYKDCSDYYAIGKRSSETYRVTPDPKNSSFEVYCDMETMGGGWTVLQARLDGSTNFTRTWQDYKAGFGNLRREFWLGNDKIHLLTKSKEMIL.... Result: 0 (no interaction).